This data is from Reaction yield outcomes from USPTO patents with 853,638 reactions. The task is: Predict the reaction yield, written as a fraction of the theoretical maximum amount of product (1.0 means a 100% yield; for example, 0.34 means a 34% yield). (1) The reactants are [CH2:1]1[CH:5]2[CH2:6][NH:7][CH2:8][CH:4]2[CH2:3][N:2]1[C:9]([O:11][C:12]([CH3:15])([CH3:14])[CH3:13])=[O:10].F[C:17]1[CH:18]=[CH:19][C:20]([N+:23]([O-:25])=[O:24])=[N:21][CH:22]=1. No catalyst specified. The product is [N+:23]([C:20]1[N:21]=[CH:22][C:17]([N:7]2[CH2:6][CH:5]3[CH2:1][N:2]([C:9]([O:11][C:12]([CH3:15])([CH3:14])[CH3:13])=[O:10])[CH2:3][CH:4]3[CH2:8]2)=[CH:18][CH:19]=1)([O-:25])=[O:24]. The yield is 0.350. (2) The reactants are [CH3:1][C:2]([CH3:5])([O-])[CH3:3].[K+].O=C1C[N:10]([C:12]([O:14][CH2:15][C:16]2[CH:21]=[CH:20][CH:19]=[CH:18][CH:17]=2)=[O:13])C1. The catalyst is [Br-].C[P+](C1C=CC=CC=1)(C1C=CC=CC=1)C1C=CC=CC=1.C(OCC)C. The product is [CH2:1]=[C:2]1[CH2:5][N:10]([C:12]([O:14][CH2:15][C:16]2[CH:21]=[CH:20][CH:19]=[CH:18][CH:17]=2)=[O:13])[CH2:3]1. The yield is 0.750.